From a dataset of Blood-brain barrier penetration binary classification data from Martins et al.. Regression/Classification. Given a drug SMILES string, predict its absorption, distribution, metabolism, or excretion properties. Task type varies by dataset: regression for continuous measurements (e.g., permeability, clearance, half-life) or binary classification for categorical outcomes (e.g., BBB penetration, CYP inhibition). Dataset: bbb_martins. (1) The molecule is CCOC(=O)c1cncn1C(C)c1ccccc1. The result is 1 (penetrates BBB). (2) The molecule is COc1cc(C(C)=O)ccc1OCCCN1CCC(c2noc3cc(F)ccc23)CC1. The result is 1 (penetrates BBB). (3) The drug is CC(=O)NCCn1c(C)cc(C=O)c1C. The result is 1 (penetrates BBB). (4) The compound is CN(C)CC/C=C1/c2ccccc2CSc2ccccc21.[Cl-].[H+]. The result is 1 (penetrates BBB). (5) The compound is O=C(c1ccccc1)c1ccc2n1CCC2C(=O)O. The result is 0 (does not penetrate BBB).